This data is from Catalyst prediction with 721,799 reactions and 888 catalyst types from USPTO. The task is: Predict which catalyst facilitates the given reaction. (1) Product: [OH:8][C:6]1[CH:7]=[C:2]([NH:1][C:21](=[O:28])[C:22]2[CH:27]=[CH:26][CH:25]=[CH:24][CH:23]=2)[CH:3]=[CH:4][C:5]=1[C:9]1[O:13][N:12]=[C:11]([C:14]2[C:19]([CH3:20])=[CH:18][CH:17]=[CH:16][N:15]=2)[N:10]=1. Reactant: [NH2:1][C:2]1[CH:3]=[CH:4][C:5]([C:9]2[O:13][N:12]=[C:11]([C:14]3[C:19]([CH3:20])=[CH:18][CH:17]=[CH:16][N:15]=3)[N:10]=2)=[C:6]([OH:8])[CH:7]=1.[C:21](Cl)(=[O:28])[C:22]1[CH:27]=[CH:26][CH:25]=[CH:24][CH:23]=1.C(N(C(C)C)CC)(C)C. The catalyst class is: 2. (2) Product: [NH2:38][CH2:39][C:40]1[CH:45]=[C:44]([C:2]2[CH:10]=[C:9]3[C:5]([CH:6]=[N:7][NH:8]3)=[C:4]([CH2:21][O:22][C:23]3[CH:28]=[CH:27][CH:26]=[CH:25][C:24]=3[CH2:29][C:30]([OH:32])=[O:31])[CH:3]=2)[CH:43]=[CH:42][CH:41]=1. The catalyst class is: 3. Reactant: Br[C:2]1[CH:10]=[C:9]2[C:5]([CH:6]=[N:7][N:8]2S(C2C=CC(C)=CC=2)(=O)=O)=[C:4]([CH2:21][O:22][C:23]2[CH:28]=[CH:27][CH:26]=[CH:25][C:24]=2[CH2:29][C:30]([O:32]C(C)(C)C)=[O:31])[CH:3]=1.Cl.[NH2:38][CH2:39][C:40]1[CH:41]=[C:42](B(O)O)[CH:43]=[CH:44][CH:45]=1.